From a dataset of Forward reaction prediction with 1.9M reactions from USPTO patents (1976-2016). Predict the product of the given reaction. (1) Given the reactants C([Li])CCC.Br[C:7]1[CH:12]=[C:11]([F:13])[CH:10]=[CH:9][C:8]=1[O:14][CH2:15][O:16][CH3:17].C[O:19][B:20](OC)[O:21]C.[C:29]([OH:31])(=[O:30])[CH2:27][C:27]([CH2:27][C:29]([OH:31])=[O:30])([C:29]([OH:31])=[O:30])O, predict the reaction product. The product is: [BH:20]([OH:21])[OH:19].[F:13][C:11]1[CH:10]=[CH:9][C:8]([O:14][CH2:15][O:16][CH3:17])=[C:7]([CH2:27][C:29]([OH:31])=[O:30])[CH:12]=1. (2) Given the reactants Cl[C:2]1[C:11]2[C:6](=[CH:7][CH:8]=[C:9]([CH:12]([C:14]3[C:15]([CH3:21])=[N:16][C:17]([CH3:20])=[CH:18][CH:19]=3)[OH:13])[CH:10]=2)[N:5]=[C:4]([O:22][CH3:23])[C:3]=1[CH2:24][C:25]1[CH:30]=[CH:29][C:28]([C:31]([F:34])([F:33])[F:32])=[CH:27][CH:26]=1.CCO, predict the reaction product. The product is: [CH3:21][C:15]1[C:14]([CH:12]([C:9]2[CH:10]=[C:11]3[C:6](=[CH:7][CH:8]=2)[N:5]=[C:4]([O:22][CH3:23])[C:3]([CH2:24][C:25]2[CH:26]=[CH:27][C:28]([C:31]([F:34])([F:32])[F:33])=[CH:29][CH:30]=2)=[CH:2]3)[OH:13])=[CH:19][CH:18]=[C:17]([CH3:20])[N:16]=1. (3) Given the reactants [F:1][CH:2]([F:35])[CH2:3][C:4]([N:18]1[C:26]2[C:21](=[C:22]([NH:27]C(=O)OC(C)(C)C)[CH:23]=[CH:24][CH:25]=2)[CH:20]=[N:19]1)([C:8]1[CH:13]=[CH:12][C:11]([C:14]([F:17])([F:16])[F:15])=[CH:10][CH:9]=1)[CH:5]([OH:7])[CH3:6].Cl.CO, predict the reaction product. The product is: [NH2:27][C:22]1[CH:23]=[CH:24][CH:25]=[C:26]2[C:21]=1[CH:20]=[N:19][N:18]2[C:4]([C:8]1[CH:9]=[CH:10][C:11]([C:14]([F:16])([F:17])[F:15])=[CH:12][CH:13]=1)([CH2:3][CH:2]([F:1])[F:35])[CH:5]([OH:7])[CH3:6].